This data is from Peptide-MHC class I binding affinity with 185,985 pairs from IEDB/IMGT. The task is: Regression. Given a peptide amino acid sequence and an MHC pseudo amino acid sequence, predict their binding affinity value. This is MHC class I binding data. (1) The peptide sequence is LPRIALVRL. The MHC is HLA-A11:01 with pseudo-sequence HLA-A11:01. The binding affinity (normalized) is 0. (2) The peptide sequence is MWLSYFVASF. The MHC is HLA-A01:01 with pseudo-sequence HLA-A01:01. The binding affinity (normalized) is 0.349.